From a dataset of Peptide-MHC class II binding affinity with 134,281 pairs from IEDB. Regression. Given a peptide amino acid sequence and an MHC pseudo amino acid sequence, predict their binding affinity value. This is MHC class II binding data. (1) The MHC is HLA-DQA10301-DQB10301 with pseudo-sequence HLA-DQA10301-DQB10301. The binding affinity (normalized) is 0.354. The peptide sequence is FLNFLEANGLNAIDF. (2) The peptide sequence is DGRLLRGHDQSAYDGKDY. The MHC is DRB1_0802 with pseudo-sequence DRB1_0802. The binding affinity (normalized) is 0.0581. (3) The peptide sequence is RDHICLLRPLLWDYI. The MHC is DRB1_0301 with pseudo-sequence DRB1_0301. The binding affinity (normalized) is 0.365. (4) The peptide sequence is RTKGTMRASALILIE. The MHC is DRB1_0404 with pseudo-sequence DRB1_0404. The binding affinity (normalized) is 0.695. (5) The peptide sequence is EKKYFAATQQEPLAA. The MHC is HLA-DPA10103-DPB10401 with pseudo-sequence HLA-DPA10103-DPB10401. The binding affinity (normalized) is 0.685. (6) The peptide sequence is HAPAAPANPGLIIGALAGST. The MHC is DRB1_1501 with pseudo-sequence DRB1_1501. The binding affinity (normalized) is 0.238.